Dataset: Catalyst prediction with 721,799 reactions and 888 catalyst types from USPTO. Task: Predict which catalyst facilitates the given reaction. (1) Reactant: [O:1]=[C:2]1[NH:11][C:10]2[C:5](=[CH:6][CH:7]=[C:8]([NH:12][C:13]([C:15]3[C:16]([C:21]4[CH:26]=[CH:25][C:24]([C:27]([F:30])([F:29])[F:28])=[CH:23][CH:22]=4)=[CH:17][CH:18]=[CH:19][CH:20]=3)=[O:14])[CH:9]=2)[NH:4][CH2:3]1.Cl.[N:32]1[CH:37]=[CH:36][CH:35]=[CH:34][C:33]=1[CH2:38][C:39](O)=[O:40].O.ON1C2C=CC=CC=2N=N1.CN(C)CCCN=C=NCC.C(=O)([O-])[O-].[K+].[K+]. Product: [O:1]=[C:2]1[NH:11][C:10]2[C:5](=[CH:6][CH:7]=[C:8]([NH:12][C:13]([C:15]3[C:16]([C:21]4[CH:26]=[CH:25][C:24]([C:27]([F:30])([F:29])[F:28])=[CH:23][CH:22]=4)=[CH:17][CH:18]=[CH:19][CH:20]=3)=[O:14])[CH:9]=2)[N:4]([C:39](=[O:40])[CH2:38][C:33]2[CH:34]=[CH:35][CH:36]=[CH:37][N:32]=2)[CH2:3]1. The catalyst class is: 253. (2) Reactant: [CH2:1]([N:5]([CH2:36][CH2:37][CH2:38][CH3:39])[C:6]([C:8]1[N:13]=[C:12]([C:14]2[CH:23]=[CH:22][C:17]([C:18]([O:20]C)=[O:19])=[CH:16][C:15]=2[C:24]([N:26]2[CH2:35][CH2:34][C:33]3[C:28](=[CH:29][CH:30]=[CH:31][CH:32]=3)[CH2:27]2)=[O:25])[CH:11]=[CH:10][CH:9]=1)=[O:7])[CH2:2][CH2:3][CH3:4].[OH-].[Na+].Cl. Product: [CH2:1]([N:5]([CH2:36][CH2:37][CH2:38][CH3:39])[C:6]([C:8]1[N:13]=[C:12]([C:14]2[CH:23]=[CH:22][C:17]([C:18]([OH:20])=[O:19])=[CH:16][C:15]=2[C:24]([N:26]2[CH2:35][CH2:34][C:33]3[C:28](=[CH:29][CH:30]=[CH:31][CH:32]=3)[CH2:27]2)=[O:25])[CH:11]=[CH:10][CH:9]=1)=[O:7])[CH2:2][CH2:3][CH3:4]. The catalyst class is: 36. (3) The catalyst class is: 2. Product: [Si:1]([O:8][CH2:9][C@@H:10]1[C:18]2[C:13](=[CH:14][CH:15]=[CH:16][CH:17]=2)[CH2:12][C@H:11]1[NH:19][C:29]([C:25]1[NH:24][C:23]2[C:22]([Cl:32])=[C:21]([Cl:20])[S:28][C:27]=2[CH:26]=1)=[O:30])([C:4]([CH3:7])([CH3:6])[CH3:5])([CH3:3])[CH3:2]. Reactant: [Si:1]([O:8][CH2:9][C@@H:10]1[C:18]2[C:13](=[CH:14][CH:15]=[CH:16][CH:17]=2)[CH2:12][C@H:11]1[NH2:19])([C:4]([CH3:7])([CH3:6])[CH3:5])([CH3:3])[CH3:2].[Cl:20][C:21]1[S:28][C:27]2[CH:26]=[C:25]([C:29](O)=[O:30])[NH:24][C:23]=2[C:22]=1[Cl:32].CCN(C(C)C)C(C)C.C1C=CC2N(O)N=NC=2C=1.CCN=C=NCCCN(C)C.